From a dataset of NCI-60 drug combinations with 297,098 pairs across 59 cell lines. Regression. Given two drug SMILES strings and cell line genomic features, predict the synergy score measuring deviation from expected non-interaction effect. (1) Drug 2: CNC(=O)C1=NC=CC(=C1)OC2=CC=C(C=C2)NC(=O)NC3=CC(=C(C=C3)Cl)C(F)(F)F. Cell line: TK-10. Synergy scores: CSS=22.8, Synergy_ZIP=-10.8, Synergy_Bliss=0.159, Synergy_Loewe=-2.40, Synergy_HSA=2.15. Drug 1: CCC1=CC2CC(C3=C(CN(C2)C1)C4=CC=CC=C4N3)(C5=C(C=C6C(=C5)C78CCN9C7C(C=CC9)(C(C(C8N6C)(C(=O)OC)O)OC(=O)C)CC)OC)C(=O)OC.C(C(C(=O)O)O)(C(=O)O)O. (2) Drug 1: CC1C(C(CC(O1)OC2CC(OC(C2O)C)OC3=CC4=CC5=C(C(=O)C(C(C5)C(C(=O)C(C(C)O)O)OC)OC6CC(C(C(O6)C)O)OC7CC(C(C(O7)C)O)OC8CC(C(C(O8)C)O)(C)O)C(=C4C(=C3C)O)O)O)O. Drug 2: CC(C)NC(=O)C1=CC=C(C=C1)CNNC.Cl. Cell line: UACC-257. Synergy scores: CSS=13.5, Synergy_ZIP=0.766, Synergy_Bliss=-0.439, Synergy_Loewe=-47.7, Synergy_HSA=-2.02.